From a dataset of Full USPTO retrosynthesis dataset with 1.9M reactions from patents (1976-2016). Predict the reactants needed to synthesize the given product. (1) Given the product [Cl:1][CH2:2][CH2:3][CH2:4][S:5]([O:8][CH2:9][C:10]([CH3:24])([CH3:23])[C@@H:11]([O:15][CH2:16][C:17]1[CH:22]=[CH:21][CH:20]=[CH:19][CH:18]=1)[C:12]([O:14][CH2:35][O:34][C:32](=[O:33])[CH2:31][C:25]1[CH:26]=[CH:27][CH:28]=[CH:29][CH:30]=1)=[O:13])(=[O:6])=[O:7], predict the reactants needed to synthesize it. The reactants are: [Cl:1][CH2:2][CH2:3][CH2:4][S:5]([O:8][CH2:9][C:10]([CH3:24])([CH3:23])[C@@H:11]([O:15][CH2:16][C:17]1[CH:22]=[CH:21][CH:20]=[CH:19][CH:18]=1)[C:12]([OH:14])=[O:13])(=[O:7])=[O:6].[C:25]1([CH2:31][C:32]([O:34][CH2:35]Cl)=[O:33])[CH:30]=[CH:29][CH:28]=[CH:27][CH:26]=1. (2) Given the product [CH2:18]([N:13]1[C:12]([C:30]2[CH:31]=[CH:32][CH:33]=[CH:34][C:29]=2[CH3:28])=[C:11]2[C:15]([CH2:16][CH2:17][NH:8][CH2:9][CH2:10]2)=[N:14]1)[CH3:19], predict the reactants needed to synthesize it. The reactants are: C(OC([N:8]1[CH2:17][CH2:16][C:15]2[C:11](=[C:12](OS(C(F)(F)F)(=O)=O)[N:13]([CH2:18][CH3:19])[N:14]=2)[CH2:10][CH2:9]1)=O)(C)(C)C.[CH3:28][C:29]1[CH:34]=[CH:33][CH:32]=[CH:31][C:30]=1B(O)O. (3) Given the product [N:28]1[CH:33]=[CH:32][CH:31]=[C:30]([C:17]2[CH2:18][CH:19]([C:3]#[N:2])[O:16][N:20]=2)[CH:29]=1, predict the reactants needed to synthesize it. The reactants are: Cl[N:2]1C(=O)CC[C:3]1=O.N1C=CC=C(C=[O:16])C=1.[C:17](#[N:20])[CH:18]=[CH2:19].C(N(CC)CC)C.[N:28]1[CH:33]=[CH:32][CH:31]=[CH:30][CH:29]=1. (4) The reactants are: [C:1]([C:3]1[CH:12]=[CH:11][C:10]([O:13][C:14]2[CH:19]=[CH:18][C:17]([B:20]3[O:24][C:23](C)(C)C(C)(C)[O:21]3)=[C:16](C=O)[CH:15]=2)=[CH:9][C:4]=1[C:5]([O:7][CH3:8])=[O:6])#[N:2].[BH4-].[Na+].Cl. Given the product [C:1]([C:3]1[CH:12]=[CH:11][C:10]([O:13][C:14]2[CH:19]=[CH:18][C:17]3[B:20]([OH:21])[O:24][CH2:23][C:16]=3[CH:15]=2)=[CH:9][C:4]=1[C:5]([O:7][CH3:8])=[O:6])#[N:2], predict the reactants needed to synthesize it.